Dataset: Oral bioavailability binary classification data from Ma et al.. Task: Regression/Classification. Given a drug SMILES string, predict its absorption, distribution, metabolism, or excretion properties. Task type varies by dataset: regression for continuous measurements (e.g., permeability, clearance, half-life) or binary classification for categorical outcomes (e.g., BBB penetration, CYP inhibition). Dataset: bioavailability_ma. The compound is COc1ccnc(CS(=O)c2nc3ccc(OC(F)F)cc3[nH]2)c1OC. The result is 1 (high bioavailability).